From a dataset of Full USPTO retrosynthesis dataset with 1.9M reactions from patents (1976-2016). Predict the reactants needed to synthesize the given product. (1) Given the product [F:63][C:64]1[C:65]([N+:71]([O-:73])=[O:72])=[C:66]([NH:70][C:36]2[N:44]=[C:43]3[C:39]([N:40]=[C:41]([CH2:46][N:47]4[CH2:52][CH2:51][CH:50]([C:53]([OH:56])([CH3:54])[CH3:55])[CH2:49][CH2:48]4)[N:42]3[CH3:45])=[C:38]([N:57]3[CH2:58][CH2:59][O:60][CH2:61][CH2:62]3)[N:37]=2)[CH:67]=[CH:68][CH:69]=1, predict the reactants needed to synthesize it. The reactants are: CC(C1C=C(C(C)C)C(C2C=CC=CC=2P(C2CCCCC2)C2CCCCC2)=C(C(C)C)C=1)C.Cl[C:36]1[N:44]=[C:43]2[C:39]([N:40]=[C:41]([CH2:46][N:47]3[CH2:52][CH2:51][CH:50]([C:53]([OH:56])([CH3:55])[CH3:54])[CH2:49][CH2:48]3)[N:42]2[CH3:45])=[C:38]([N:57]2[CH2:62][CH2:61][O:60][CH2:59][CH2:58]2)[N:37]=1.[F:63][C:64]1[C:65]([N+:71]([O-:73])=[O:72])=[C:66]([NH2:70])[CH:67]=[CH:68][CH:69]=1.C(=O)([O-])[O-].[Cs+].[Cs+]. (2) Given the product [CH:1]1([CH2:7][N:8]2[C:13]([CH2:14][CH2:15][N:16]3[CH2:21][CH2:20][N:19]([C:22]4[CH:27]=[CH:26][CH:25]=[C:24]([N+:28]([O-:30])=[O:29])[CH:23]=4)[CH2:18][CH2:17]3)=[N:12][NH:11][C:9]2=[O:10])[CH2:6][CH2:5][CH2:4][CH2:3][CH2:2]1, predict the reactants needed to synthesize it. The reactants are: [CH:1]1([CH2:7][NH:8][C:9]([NH:11][NH:12][C:13](=O)[CH2:14][CH2:15][N:16]2[CH2:21][CH2:20][N:19]([C:22]3[CH:27]=[CH:26][CH:25]=[C:24]([N+:28]([O-:30])=[O:29])[CH:23]=3)[CH2:18][CH2:17]2)=[O:10])[CH2:6][CH2:5][CH2:4][CH2:3][CH2:2]1.Cl. (3) Given the product [C:16]([CH2:14][CH2:3][CH:4]([NH:8][C:9]([O:11][CH3:12])=[O:10])[C:5]([OH:7])=[O:6])#[N:15], predict the reactants needed to synthesize it. The reactants are: CO[C:3]([CH3:14])(C)[CH:4]([NH:8][C:9]([O:11][CH3:12])=[O:10])[C:5]([OH:7])=[O:6].[NH2:15][CH:16](CCC#N)C(O)=O. (4) The reactants are: Br[C:2]1[CH:3]=[C:4]([N:8]2[C:13](=[O:14])[C:12]([C:15]3[CH:20]=[CH:19][C:18]([F:21])=[CH:17][CH:16]=3)=[C:11]([C:22]3[CH:27]=[CH:26][C:25]([S:28]([CH3:31])(=[O:30])=[O:29])=[CH:24][CH:23]=3)[CH:10]=[N:9]2)[CH:5]=[CH:6][CH:7]=1.C(=O)([O-])[O-].[Na+].[Na+].N. Given the product [F:21][C:18]1[CH:19]=[CH:20][C:15]([C:2]2[CH:3]=[C:4]([N:8]3[C:13](=[O:14])[C:12]([C:15]4[CH:20]=[CH:19][C:18]([F:21])=[CH:17][CH:16]=4)=[C:11]([C:22]4[CH:27]=[CH:26][C:25]([S:28]([CH3:31])(=[O:30])=[O:29])=[CH:24][CH:23]=4)[CH:10]=[N:9]3)[CH:5]=[CH:6][CH:7]=2)=[CH:16][CH:17]=1, predict the reactants needed to synthesize it. (5) Given the product [Cl:1][C:2]1[CH:3]=[C:4]([NH:10][C:11]2[CH:12]=[CH:13][C:14]([C@@H:17]3[CH2:21][CH2:20][N:19]([CH3:22])[CH2:18]3)=[CH:15][N:16]=2)[C:5](=[O:9])[N:6]([CH3:8])[N:7]=1, predict the reactants needed to synthesize it. The reactants are: [Cl:1][C:2]1[CH:3]=[C:4]([NH:10][C:11]2[N:16]=[CH:15][C:14]([C@@H:17]3[CH2:21][CH2:20][N:19]([C:22](OC(C)(C)C)=O)[CH2:18]3)=[CH:13][CH:12]=2)[C:5](=[O:9])[N:6]([CH3:8])[N:7]=1.C(O)=O.C=O. (6) Given the product [Cl:1][C:2]1[C:3]([C:11]2[S:12][C:13]([C:16]3[N:17]=[C:18]4[C:23]([Cl:24])=[CH:22][C:21]([C:25]([F:26])([F:28])[F:27])=[CH:20][N:19]4[CH:29]=3)=[N:14][N:15]=2)=[CH:4][C:5]([F:10])=[C:6]([OH:8])[CH:7]=1, predict the reactants needed to synthesize it. The reactants are: [Cl:1][C:2]1[CH:7]=[C:6]([O:8]C)[C:5]([F:10])=[CH:4][C:3]=1[C:11]1[S:12][C:13]([C:16]2[N:17]=[C:18]3[C:23]([Cl:24])=[CH:22][C:21]([C:25]([F:28])([F:27])[F:26])=[CH:20][N:19]3[CH:29]=2)=[N:14][N:15]=1.[Al+3].[Cl-].[Cl-].[Cl-].CCS.